This data is from Reaction yield outcomes from USPTO patents with 853,638 reactions. The task is: Predict the reaction yield, written as a fraction of the theoretical maximum amount of product (1.0 means a 100% yield; for example, 0.34 means a 34% yield). (1) The reactants are [H-].[Na+].[Cl:3][C:4]1[N:9]=[C:8]([C:10]2[C:18]3[C:13](=[CH:14][CH:15]=[CH:16][CH:17]=3)[NH:12][CH:11]=2)[CH:7]=[CH:6][N:5]=1.[CH3:19]I. The catalyst is C1COCC1. The product is [Cl:3][C:4]1[N:9]=[C:8]([C:10]2[C:18]3[C:13](=[CH:14][CH:15]=[CH:16][CH:17]=3)[N:12]([CH3:19])[CH:11]=2)[CH:7]=[CH:6][N:5]=1. The yield is 0.960. (2) The reactants are [H-].[Na+].[Cl:3][C:4]1[CH:9]=[CH:8][CH:7]=[C:6]([F:10])[C:5]=1[OH:11].Cl[C:13]1[CH:22]=[CH:21][C:20]2[C:15](=[C:16]([C:23]3[NH:31][C:30]4[CH2:29][CH2:28][NH:27][C:26](=[O:32])[C:25]=4[CH:24]=3)[CH:17]=[CH:18][CH:19]=2)[N:14]=1.C(O)(C(F)(F)F)=O. The catalyst is CN(C=O)C.CS(C)=O. The product is [Cl:3][C:4]1[CH:9]=[CH:8][CH:7]=[C:6]([F:10])[C:5]=1[O:11][C:13]1[CH:22]=[CH:21][C:20]2[C:15](=[C:16]([C:23]3[NH:31][C:30]4[CH2:29][CH2:28][NH:27][C:26](=[O:32])[C:25]=4[CH:24]=3)[CH:17]=[CH:18][CH:19]=2)[N:14]=1. The yield is 0.290. (3) The reactants are [CH3:1][O:2][C@H:3]1[CH2:7][CH2:6][N:5]([CH2:8][C:9]2[CH:14]=[CH:13][C:12]([N+:15]([O-])=O)=[CH:11][N:10]=2)[CH2:4]1. The catalyst is CO.[Pd]. The product is [CH3:1][O:2][C@H:3]1[CH2:7][CH2:6][N:5]([CH2:8][C:9]2[N:10]=[CH:11][C:12]([NH2:15])=[CH:13][CH:14]=2)[CH2:4]1. The yield is 0.820. (4) The reactants are [NH3:1].Cl/[C:3](=[N:9]\[NH:10][C:11]1[CH:16]=[CH:15][CH:14]=[CH:13][CH:12]=1)/[C:4]([O:6][CH2:7][CH3:8])=[O:5]. The catalyst is O1CCOCC1. The product is [NH2:1]/[C:3](=[N:9]\[NH:10][C:11]1[CH:16]=[CH:15][CH:14]=[CH:13][CH:12]=1)/[C:4]([O:6][CH2:7][CH3:8])=[O:5]. The yield is 0.950. (5) The reactants are [Cl:1][CH2:2][C:3](Cl)=[O:4].[NH2:6][CH:7]([C:28]1[CH:33]=[CH:32][CH:31]=[CH:30][CH:29]=1)[C:8]1[CH:13]=[CH:12][C:11]([NH:14][C:15]([CH:17]2[O:21][N:20]=[C:19]([C:22]3[CH:23]=[N:24][CH:25]=[CH:26][CH:27]=3)[CH2:18]2)=[O:16])=[CH:10][CH:9]=1.C(N(C(C)C)C(C)C)C.O. The catalyst is C(Cl)Cl. The product is [Cl:1][CH2:2][C:3]([NH:6][CH:7]([C:28]1[CH:29]=[CH:30][CH:31]=[CH:32][CH:33]=1)[C:8]1[CH:9]=[CH:10][C:11]([NH:14][C:15]([CH:17]2[O:21][N:20]=[C:19]([C:22]3[CH:23]=[N:24][CH:25]=[CH:26][CH:27]=3)[CH2:18]2)=[O:16])=[CH:12][CH:13]=1)=[O:4]. The yield is 0.680. (6) The reactants are [CH2:1]([N:3]([CH2:20][CH3:21])[CH2:4][CH2:5][N:6]1[CH2:12][CH2:11][CH2:10][C:9]2[NH:13][C:14]([CH:17]=O)=[C:15]([CH3:16])[C:8]=2[C:7]1=[O:19])[CH3:2].[CH3:22][C:23]1[CH:31]=[CH:30][CH:29]=[C:28]2[C:24]=1[CH2:25][C:26](=[O:32])[NH:27]2. No catalyst specified. The product is [CH2:1]([N:3]([CH2:20][CH3:21])[CH2:4][CH2:5][N:6]1[CH2:12][CH2:11][CH2:10][C:9]2[NH:13][C:14](/[CH:17]=[C:25]3\[C:26](=[O:32])[NH:27][C:28]4[C:24]\3=[C:23]([CH3:22])[CH:31]=[CH:30][CH:29]=4)=[C:15]([CH3:16])[C:8]=2[C:7]1=[O:19])[CH3:2]. The yield is 0.441. (7) The reactants are [CH2:1]([O:8][C:9]1([C:12]2[CH:17]=[CH:16][C:15]([C:18]#[C:19]C3C=CC(C(OCC)=O)=CC=3)=[CH:14][C:13]=2[CH3:31])[CH2:11][CH2:10]1)[C:2]1C=CC=CC=1.[CH3:32][Si:33](C#C)([CH3:35])[CH3:34].[CH2:38](N(CC)CC)C. The catalyst is [Cu]I.Cl[Pd](Cl)([P](C1C=CC=CC=1)(C1C=CC=CC=1)C1C=CC=CC=1)[P](C1C=CC=CC=1)(C1C=CC=CC=1)C1C=CC=CC=1. The product is [CH:1]([O:8][C:9]1([C:12]2[CH:17]=[CH:16][C:15]([C:18]#[C:19][Si:33]([CH3:35])([CH3:34])[CH3:32])=[CH:14][C:13]=2[CH3:31])[CH2:10][CH2:11]1)([CH3:2])[CH3:38]. The yield is 0.910.